From a dataset of Forward reaction prediction with 1.9M reactions from USPTO patents (1976-2016). Predict the product of the given reaction. (1) Given the reactants [CH2:1]([NH:3][C:4]1[C:21]([O:22][CH3:23])=[N:20][C:7]2[CH2:8][CH2:9][N:10](C(=O)C(F)(F)F)[CH2:11][CH:12]([CH3:13])[C:6]=2[CH:5]=1)[CH3:2].C([O-])([O-])=O.[K+].[K+], predict the reaction product. The product is: [CH2:1]([NH:3][C:4]1[C:21]([O:22][CH3:23])=[N:20][C:7]2[CH2:8][CH2:9][NH:10][CH2:11][CH:12]([CH3:13])[C:6]=2[CH:5]=1)[CH3:2]. (2) Given the reactants [Cl:1][C:2]1[C:3]2[N:4]([CH:8]=[N:9][C:10]=2[C:11]2[CH:16]=[CH:15][C:14]([O:17][C:18]3[CH:23]=[CH:22][CH:21]=[CH:20][CH:19]=3)=[CH:13][CH:12]=2)[CH:5]=[CH:6][N:7]=1.C1C(=O)N([Br:31])C(=O)C1, predict the reaction product. The product is: [Br:31][C:8]1[N:4]2[CH:5]=[CH:6][N:7]=[C:2]([Cl:1])[C:3]2=[C:10]([C:11]2[CH:12]=[CH:13][C:14]([O:17][C:18]3[CH:23]=[CH:22][CH:21]=[CH:20][CH:19]=3)=[CH:15][CH:16]=2)[N:9]=1. (3) Given the reactants [Br:1][C:2]1[CH:3]=[CH:4][C:5]([O:8][C:9]2[CH:16]=[CH:15][C:12]([CH:13]=O)=[CH:11][CH:10]=2)=[N:6][CH:7]=1.[CH2:17]([NH2:22])[CH2:18][CH:19]([CH3:21])[CH3:20].C(O[BH-](OC(=O)C)OC(=O)C)(=O)C.[Na+].C(O)(=O)C, predict the reaction product. The product is: [Br:1][C:2]1[CH:3]=[CH:4][C:5]([O:8][C:9]2[CH:16]=[CH:15][C:12]([CH2:13][NH:22][CH2:17][CH2:18][CH:19]([CH3:21])[CH3:20])=[CH:11][CH:10]=2)=[N:6][CH:7]=1. (4) Given the reactants C([BH-](CC)CC)C.[Li+].[C:9]([O:13][C:14]([N:16]1[C@H:21]([C:22](=[O:33])[NH:23][CH2:24][C:25]2[CH:30]=[CH:29][CH:28]=[C:27]([Cl:31])[C:26]=2[F:32])[CH2:20][C@:19]2([CH2:34]OS(C)(=O)=O)[C@H:17]1[CH2:18]2)=[O:15])([CH3:12])([CH3:11])[CH3:10].O, predict the reaction product. The product is: [C:9]([O:13][C:14]([N:16]1[C@H:21]([C:22](=[O:33])[NH:23][CH2:24][C:25]2[CH:30]=[CH:29][CH:28]=[C:27]([Cl:31])[C:26]=2[F:32])[CH2:20][C@:19]2([CH3:34])[C@H:17]1[CH2:18]2)=[O:15])([CH3:12])([CH3:10])[CH3:11]. (5) Given the reactants [O:1]1[CH:5]=[CH:4][CH:3]=[C:2]1[CH2:6][NH:7][S:8]([C:11]1[CH:19]=[CH:18][C:14]([C:15]([OH:17])=[O:16])=[CH:13][CH:12]=1)(=[O:10])=[O:9].[CH3:20][O:21][C:22]1[CH:29]=[CH:28][C:25]([CH2:26]Cl)=[CH:24][CH:23]=1.[C:30](=[O:33])([O-])[O-].[Cs+].[Cs+], predict the reaction product. The product is: [O:1]1[CH:5]=[CH:4][CH:3]=[C:2]1[CH2:6][N:7]([CH2:15][C:14]1[CH:18]=[CH:19][C:11]([O:33][CH3:30])=[CH:12][CH:13]=1)[S:8]([C:11]1[CH:19]=[CH:18][C:14]([C:15]([O:17][CH2:26][C:25]2[CH:28]=[CH:29][C:22]([O:21][CH3:20])=[CH:23][CH:24]=2)=[O:16])=[CH:13][CH:12]=1)(=[O:10])=[O:9].